From a dataset of Catalyst prediction with 721,799 reactions and 888 catalyst types from USPTO. Predict which catalyst facilitates the given reaction. (1) Reactant: [NH2:1][C:2]1[N:6]([C:7]2[CH:8]=[C:9]([CH2:13][OH:14])[CH:10]=[CH:11][CH:12]=2)[N:5]=[C:4]([C:15]([CH3:18])([CH3:17])[CH3:16])[CH:3]=1.[OH-].[Na+].Cl[C:22]([O:24][CH2:25][C:26]([Cl:29])([Cl:28])[Cl:27])=[O:23]. Product: [Cl:27][C:26]([Cl:29])([Cl:28])[CH2:25][O:24][C:22](=[O:23])[NH:1][C:2]1[N:6]([C:7]2[CH:12]=[CH:11][CH:10]=[C:9]([CH2:13][OH:14])[CH:8]=2)[N:5]=[C:4]([C:15]([CH3:18])([CH3:17])[CH3:16])[CH:3]=1. The catalyst class is: 25. (2) Reactant: [CH2:1]([CH:8]1[C:16]2[C:11](=[CH:12][CH:13]=[C:14]([O:17][CH2:18][CH2:19][NH:20][S:21]([C:24]3[N:25]=[CH:26][N:27]([CH3:29])[CH:28]=3)(=[O:23])=[O:22])[CH:15]=2)[C:10](=O)[NH:9]1)[C:2]1[CH:7]=[CH:6][CH:5]=[CH:4][CH:3]=1.CSC.B.Cl.[OH-].[Na+]. Product: [CH2:1]([CH:8]1[C:16]2[C:11](=[CH:12][CH:13]=[C:14]([O:17][CH2:18][CH2:19][NH:20][S:21]([C:24]3[N:25]=[CH:26][N:27]([CH3:29])[CH:28]=3)(=[O:23])=[O:22])[CH:15]=2)[CH2:10][NH:9]1)[C:2]1[CH:3]=[CH:4][CH:5]=[CH:6][CH:7]=1. The catalyst class is: 1.